This data is from Reaction yield outcomes from USPTO patents with 853,638 reactions. The task is: Predict the reaction yield, written as a fraction of the theoretical maximum amount of product (1.0 means a 100% yield; for example, 0.34 means a 34% yield). (1) The reactants are [NH2:1][C:2]1[N:7]=[C:6]([NH2:8])[C:5]([CH2:9][C:10]2[CH:23]=[C:22]([O:24][CH3:25])[C:13]([O:14][CH2:15][CH2:16][CH2:17][CH2:18][C:19](O)=[O:20])=[C:12]([O:26][CH3:27])[CH:11]=2)=[CH:4][N:3]=1.C(Cl)CCl.C1C=CC2N(O)N=NC=2C=1.[C:42]12([CH2:52][C:53]([O:55][CH2:56][CH2:57][O:58][CH2:59][CH2:60][NH2:61])=[O:54])[CH2:51][CH:46]3[CH2:47][CH:48]([CH2:50][CH:44]([CH2:45]3)[CH2:43]1)[CH2:49]2.CCN(CC)CC. The catalyst is CCOC(C)=O.CN(C=O)C. The product is [C:42]12([CH2:52][C:53]([O:55][CH2:56][CH2:57][O:58][CH2:59][CH2:60][NH:61][C:19](=[O:20])[CH2:18][CH2:17][CH2:16][CH2:15][O:14][C:13]3[C:22]([O:24][CH3:25])=[CH:23][C:10]([CH2:9][C:5]4[C:6]([NH2:8])=[N:7][C:2]([NH2:1])=[N:3][CH:4]=4)=[CH:11][C:12]=3[O:26][CH3:27])=[O:54])[CH2:49][CH:48]3[CH2:47][CH:46]([CH2:45][CH:44]([CH2:50]3)[CH2:43]1)[CH2:51]2. The yield is 0.450. (2) The reactants are [H-].[Na+].[CH3:3][O:4][C:5](=[O:17])[CH2:6][C:7]1[CH:12]=[CH:11][C:10]([S:13]([CH3:16])(=[O:15])=[O:14])=[CH:9][CH:8]=1.Br[CH2:19][C:20]1[CH:25]=[CH:24][CH:23]=[CH:22][C:21]=1[CH3:26]. The catalyst is CN(C=O)C. The product is [CH3:3][O:4][C:5](=[O:17])[CH:6]([C:7]1[CH:8]=[CH:9][C:10]([S:13]([CH3:16])(=[O:14])=[O:15])=[CH:11][CH:12]=1)[CH2:19][C:20]1[CH:25]=[CH:24][CH:23]=[CH:22][C:21]=1[CH3:26]. The yield is 0.460. (3) The reactants are N(C(OCC)=O)=NC(OCC)=O.[OH:13][C:14]1[CH:15]=[CH:16][C:17]2[CH2:24][CH:23]3[C:25](=[O:26])[CH:20]([CH2:21][CH2:22]3)[CH2:19][C:18]=2[CH:27]=1.C1(P(C2C=CC=CC=2)C2C=CC=CC=2)C=CC=CC=1.O[CH2:48][CH2:49][N:50]1[CH2:55][CH2:54][O:53][CH2:52][CH2:51]1. The catalyst is C(Cl)Cl. The product is [N:50]1([CH2:49][CH2:48][O:13][C:14]2[CH:15]=[CH:16][C:17]3[CH2:24][CH:23]4[C:25](=[O:26])[CH:20]([CH2:21][CH2:22]4)[CH2:19][C:18]=3[CH:27]=2)[CH2:55][CH2:54][O:53][CH2:52][CH2:51]1. The yield is 0.570. (4) The reactants are [F:1][C:2]1[C:3]([O:18][CH2:19][C:20]2[CH:25]=[CH:24][CH:23]=[CH:22][CH:21]=2)=[C:4]([CH:15]=[CH:16][CH:17]=1)[C:5]([O:7]CC1C=CC=CC=1)=[O:6].[OH-].[Na+]. The catalyst is CO.O. The product is [F:1][C:2]1[C:3]([O:18][CH2:19][C:20]2[CH:25]=[CH:24][CH:23]=[CH:22][CH:21]=2)=[C:4]([CH:15]=[CH:16][CH:17]=1)[C:5]([OH:7])=[O:6]. The yield is 0.986. (5) The reactants are Cl.[NH2:2][CH:3]([C@H:9]([CH2:17][O:18][CH3:19])[CH2:10][CH:11]([CH3:16])[CH2:12][CH2:13][CH:14]=[CH2:15])[C:4]([O:6][CH2:7][CH3:8])=[O:5].C(N(CC)C(C)C)(C)C.[C:29](O[C:29]([O:31][C:32]([CH3:35])([CH3:34])[CH3:33])=[O:30])([O:31][C:32]([CH3:35])([CH3:34])[CH3:33])=[O:30]. The catalyst is C(Cl)Cl. The product is [C:32]([O:31][C:29]([NH:2][CH:3]([C@H:9]([CH2:17][O:18][CH3:19])[CH2:10][CH:11]([CH3:16])[CH2:12][CH2:13][CH:14]=[CH2:15])[C:4]([O:6][CH2:7][CH3:8])=[O:5])=[O:30])([CH3:35])([CH3:34])[CH3:33]. The yield is 0.660. (6) The reactants are Br[CH2:2][C:3]([C:5]1[CH:10]=[CH:9][CH:8]=[C:7]([Cl:11])[C:6]=1[Cl:12])=[O:4].[S-:13][C:14]#[N:15].[K+].O. The catalyst is C(O)C. The product is [Cl:12][C:6]1[C:7]([Cl:11])=[CH:8][CH:9]=[CH:10][C:5]=1[C:3](=[O:4])[CH2:2][S:13][C:14]#[N:15]. The yield is 0.795.